Predict the reactants needed to synthesize the given product. From a dataset of Full USPTO retrosynthesis dataset with 1.9M reactions from patents (1976-2016). (1) Given the product [C:1]([O:5][C:6](=[O:26])[NH:7][CH:8]1[CH2:13][CH2:12][CH:11]([CH2:14][NH:15][C:16]2[C:21]([N+:22]([O-:24])=[O:23])=[CH:20][N:19]=[C:18]([NH:41][CH2:38][C:30]3[C:31]([O:34][CH3:35])=[N:32][CH:33]=[C:28]([F:27])[CH:29]=3)[N:17]=2)[CH2:10][CH2:9]1)([CH3:4])([CH3:3])[CH3:2], predict the reactants needed to synthesize it. The reactants are: [C:1]([O:5][C:6](=[O:26])[NH:7][CH:8]1[CH2:13][CH2:12][CH:11]([CH2:14][NH:15][C:16]2[C:21]([N+:22]([O-:24])=[O:23])=[CH:20][N:19]=[C:18](Cl)[N:17]=2)[CH2:10][CH2:9]1)([CH3:4])([CH3:3])[CH3:2].[F:27][C:28]1[CH:29]=[C:30](NC)[C:31]([O:34][CH3:35])=[N:32][CH:33]=1.[CH:38]([N:41](C(C)C)CC)(C)C. (2) Given the product [CH2:1]([NH:8][C:9]([N:11]1[CH2:12][CH2:13][N:14]([S:17]([C:20]2[CH:21]=[CH:22][C:23]([NH:26][C:36](=[O:39])[CH:37]=[CH2:38])=[CH:24][CH:25]=2)(=[O:19])=[O:18])[CH2:15][CH2:16]1)=[O:10])[C:2]1[CH:7]=[CH:6][CH:5]=[CH:4][CH:3]=1, predict the reactants needed to synthesize it. The reactants are: [CH2:1]([NH:8][C:9]([N:11]1[CH2:16][CH2:15][N:14]([S:17]([C:20]2[CH:25]=[CH:24][C:23]([NH2:26])=[CH:22][CH:21]=2)(=[O:19])=[O:18])[CH2:13][CH2:12]1)=[O:10])[C:2]1[CH:7]=[CH:6][CH:5]=[CH:4][CH:3]=1.C(N(C(C)C)CC)(C)C.[C:36](Cl)(=[O:39])[CH:37]=[CH2:38]. (3) Given the product [Cl:1][C:2]1[CH:28]=[CH:27][C:5]([CH2:6][N:7]2[C:15]3[C:10](=[CH:11][CH:12]=[CH:13][CH:14]=3)[CH:9]=[C:8]2[C:16]([N:18]2[CH2:23][CH2:22][CH:21]([C:24]([NH:51][CH2:50][CH:49]([C:46]3[CH:47]=[CH:48][N:43]=[CH:44][CH:45]=3)[CH3:52])=[O:26])[CH2:20][CH2:19]2)=[O:17])=[CH:4][CH:3]=1, predict the reactants needed to synthesize it. The reactants are: [Cl:1][C:2]1[CH:28]=[CH:27][C:5]([CH2:6][N:7]2[C:15]3[C:10](=[CH:11][CH:12]=[CH:13][CH:14]=3)[CH:9]=[C:8]2[C:16]([N:18]2[CH2:23][CH2:22][CH:21]([C:24]([OH:26])=O)[CH2:20][CH2:19]2)=[O:17])=[CH:4][CH:3]=1.ON1C2C=CC=CC=2N=N1.C(Cl)CCl.[N:43]1[CH:48]=[CH:47][C:46]([CH:49]([CH3:52])[CH2:50][NH2:51])=[CH:45][CH:44]=1. (4) Given the product [C:31]([C:5]1[CH:6]=[CH:7][C:2]([C:18](=[O:17])[CH3:19])=[C:3]([F:9])[CH:4]=1)(=[O:32])[CH3:30], predict the reactants needed to synthesize it. The reactants are: Br[C:2]1[CH:7]=[CH:6][C:5](Br)=[CH:4][C:3]=1[F:9].C([Sn](CCCC)(CCCC)C([O:17][CH2:18][CH3:19])=C)CCC.Cl.C1C[O:32][CH2:31][CH2:30]1. (5) Given the product [NH:21]1[CH2:20][CH2:19][CH:18]([N:15]2[CH2:16][CH2:17][CH:12]([N:11]3[C:2](=[O:1])[O:3][CH2:4][C@H:5]4[C@H:10]3[CH2:9][CH2:8][CH2:7][CH2:6]4)[CH2:13][CH2:14]2)[CH2:23][CH2:22]1, predict the reactants needed to synthesize it. The reactants are: [O:1]=[C:2]1[N:11]([CH:12]2[CH2:17][CH2:16][N:15]([CH:18]3[CH2:23][CH2:22][N:21](C(OC(C)(C)C)=O)[CH2:20][CH2:19]3)[CH2:14][CH2:13]2)[C@@H:10]2[C@H:5]([CH2:6][CH2:7][CH2:8][CH2:9]2)[CH2:4][O:3]1.Cl. (6) Given the product [O:8]1[CH2:12][CH2:11][CH2:10][C@@H:9]1[CH2:13][N:14]1[C:3]2[CH2:2][O:1][CH2:6][CH2:5][C:4]=2[S:15][C:16]1=[NH:17], predict the reactants needed to synthesize it. The reactants are: [O:1]1[CH2:6][CH2:5][CH2:4][C:3](=O)[CH2:2]1.[O:8]1[CH2:12][CH2:11][CH2:10][C@@H:9]1[CH2:13][NH2:14].[S-:15][C:16]#[N:17].[K+].II. (7) Given the product [CH3:22][O:23][C:24]([C:26]1[CH:31]=[CH:30][C:29]([C:32]2[CH:37]=[CH:36][C:35]([O:16][CH2:15][CH2:14][CH2:13][O:12][C:9]3[CH:10]=[CH:11][C:6]([CH2:5][C@H:4]([O:19][CH3:20])[C:3]([O:2][CH3:1])=[O:21])=[CH:7][C:8]=3[O:17][CH3:18])=[CH:34][CH:33]=2)=[CH:28][CH:27]=1)=[O:25], predict the reactants needed to synthesize it. The reactants are: [CH3:1][O:2][C:3](=[O:21])[CH:4]([O:19][CH3:20])[CH2:5][C:6]1[CH:11]=[CH:10][C:9]([O:12][CH2:13][CH2:14][CH2:15][OH:16])=[C:8]([O:17][CH3:18])[CH:7]=1.[CH3:22][O:23][C:24]([C:26]1[CH:31]=[CH:30][C:29]([C:32]2[CH:37]=[CH:36][C:35](OCCCOC3C=CC(C[C@@H](C(OCC)=O)OC)=CC=3)=[CH:34][CH:33]=2)=[CH:28][CH:27]=1)=[O:25]. (8) Given the product [CH2:21]([CH:12]1[CH2:13][C:14]2[C:19](=[CH:18][C:17]([F:20])=[CH:16][CH:15]=2)[N:11]1[C:9]([C:5]1[N:6]=[CH:7][N:8]=[C:3]([NH:23][C:24]2[CH:25]=[C:26]3[C:39](=[CH:40][CH:41]=2)[CH2:38][C:28]2([C:36]4[C:31](=[N:32][CH:33]=[CH:34][CH:35]=4)[NH:30][C:29]2=[O:37])[CH2:27]3)[CH:4]=1)=[O:10])[CH3:22], predict the reactants needed to synthesize it. The reactants are: Cl.Cl[C:3]1[N:8]=[CH:7][N:6]=[C:5]([C:9]([N:11]2[C:19]3[C:14](=[CH:15][CH:16]=[C:17]([F:20])[CH:18]=3)[CH2:13][CH:12]2[CH2:21][CH3:22])=[O:10])[CH:4]=1.[NH2:23][C:24]1[CH:25]=[C:26]2[C:39](=[CH:40][CH:41]=1)[CH2:38][C:28]1([C:36]3[C:31](=[N:32][CH:33]=[CH:34][CH:35]=3)[NH:30][C:29]1=[O:37])[CH2:27]2.